From a dataset of Catalyst prediction with 721,799 reactions and 888 catalyst types from USPTO. Predict which catalyst facilitates the given reaction. (1) Reactant: [Cl:1][C:2]1[N:7]=[CH:6][C:5]([CH2:8][NH:9][CH2:10][CH3:11])=[CH:4][CH:3]=1.[N+:12]([CH:15]=[C:16](SC)[S:17][CH3:18])([O-:14])=[O:13]. Product: [Cl:1][C:2]1[N:7]=[CH:6][C:5]([CH2:8][N:9]([CH2:10][CH3:11])[C:16]([S:17][CH3:18])=[CH:15][N+:12]([O-:14])=[O:13])=[CH:4][CH:3]=1. The catalyst class is: 8. (2) Reactant: [CH3:1][C:2]1[CH:7]=[CH:6][C:5]([C@H:8]([CH:16]2[CH2:21][CH2:20][O:19][CH2:18][CH2:17]2)[C:9]([O:11][C:12]([CH3:15])([CH3:14])[CH3:13])=[O:10])=[CH:4][CH:3]=1.N(C(C)(C)C#N)=NC(C)(C)C#N.[Br:34]N1C(=O)CCC1=O. Product: [Br:34][CH2:1][C:2]1[CH:3]=[CH:4][C:5]([C@H:8]([CH:16]2[CH2:17][CH2:18][O:19][CH2:20][CH2:21]2)[C:9]([O:11][C:12]([CH3:15])([CH3:13])[CH3:14])=[O:10])=[CH:6][CH:7]=1. The catalyst class is: 53. (3) Reactant: Cl[C:2]1[N:3]=[CH:4][C:5]([C:8]([OH:10])=[O:9])=[N:6][CH:7]=1.CN(C)C=O.[NH:16]1[CH2:21][CH2:20][CH:19]([C:22]([O:24][CH2:25][CH3:26])=[O:23])[CH2:18][CH2:17]1.C(N(C(C)C)CC)(C)C. Product: [CH2:25]([O:24][C:22]([CH:19]1[CH2:20][CH2:21][N:16]([C:2]2[N:3]=[CH:4][C:5]([C:8]([OH:10])=[O:9])=[N:6][CH:7]=2)[CH2:17][CH2:18]1)=[O:23])[CH3:26]. The catalyst class is: 13. (4) Reactant: [CH3:1][C:2]1[CH:3]=[CH:4][C:5](=[C:7]([CH3:9])[CH3:8])[CH:6]=1.[H-].[Al+3].[Li+].[H-].[H-].[H-].[NH4+].[Cl-]. Product: [CH:7]([C:5]1[CH:6]=[C:2]([CH3:1])[CH2:3][CH:4]=1)([CH3:9])[CH3:8]. The catalyst class is: 28. (5) Reactant: CN(C=O)C.[Na+].[CH3:7][C:8]1[CH:17]=[C:16]([CH2:18][O:19][C:20]2[CH:25]=[CH:24][C:23]([S:26]([O-:29])(=O)=[O:27])=[CH:22][CH:21]=2)[C:15]2[C:10](=[CH:11][CH:12]=[CH:13][CH:14]=2)[N:9]=1.S(Cl)([Cl:32])=O. Product: [CH3:7][C:8]1[CH:17]=[C:16]([CH2:18][O:19][C:20]2[CH:25]=[CH:24][C:23]([S:26]([Cl:32])(=[O:29])=[O:27])=[CH:22][CH:21]=2)[C:15]2[C:10](=[CH:11][CH:12]=[CH:13][CH:14]=2)[N:9]=1. The catalyst class is: 2.